Dataset: Forward reaction prediction with 1.9M reactions from USPTO patents (1976-2016). Task: Predict the product of the given reaction. (1) Given the reactants [Cl:1][C:2]1[CH:7]=[CH:6][C:5]([N:8]2[CH2:12][CH:11]([C:13]([O-])=[O:14])[N:10]=[C:9]2[C:16]2[CH:21]=[CH:20][C:19]([Cl:22])=[CH:18][C:17]=2[Cl:23])=[CH:4][CH:3]=1.[Li+].F[P-](F)(F)(F)(F)F.N1(O[P+](N(C)C)(N(C)C)N(C)C)[C:36]2[CH:37]=[CH:38][CH:39]=C[C:35]=2[N:34]=[N:33]1.NN1CCCCC1.C(N(CC)CC)C, predict the reaction product. The product is: [Cl:1][C:2]1[CH:7]=[CH:6][C:5]([N:8]2[CH2:12][CH:11]([C:13]([NH:33][N:34]3[CH2:39][CH2:38][CH2:37][CH2:36][CH2:35]3)=[O:14])[N:10]=[C:9]2[C:16]2[CH:21]=[CH:20][C:19]([Cl:22])=[CH:18][C:17]=2[Cl:23])=[CH:4][CH:3]=1. (2) Given the reactants [NH2:1][C:2]1[N:7]=[C:6](Cl)[N:5]=[C:4]([Cl:9])[N:3]=1.CCN(C(C)C)C(C)C.[NH2:19][C:20]1[CH:25]=[CH:24][C:23]([C:26]([N:28]2[CH2:33][CH2:32][O:31][CH2:30][CH2:29]2)=[O:27])=[CH:22][CH:21]=1, predict the reaction product. The product is: [NH2:1][C:2]1[N:3]=[C:4]([Cl:9])[N:5]=[C:6]([NH:19][C:20]2[CH:21]=[CH:22][C:23]([C:26]([N:28]3[CH2:29][CH2:30][O:31][CH2:32][CH2:33]3)=[O:27])=[CH:24][CH:25]=2)[N:7]=1. (3) Given the reactants [CH:1]1([C:4](Cl)=[O:5])[CH2:3][CH2:2]1.[NH2:7][C:8]1[CH:17]=[C:16]2[C:11]([CH:12]=[CH:13][N:14]([C:19]3[CH:20]=[N:21][CH:22]=[CH:23][C:24]=3[CH3:25])[C:15]2=[O:18])=[CH:10][CH:9]=1.C(OC(=O)C)C, predict the reaction product. The product is: [CH3:25][C:24]1[CH:23]=[CH:22][N:21]=[CH:20][C:19]=1[N:14]1[CH:13]=[CH:12][C:11]2[C:16](=[CH:17][C:8]([NH:7][C:4]([CH:1]3[CH2:3][CH2:2]3)=[O:5])=[CH:9][CH:10]=2)[C:15]1=[O:18]. (4) The product is: [CH2:19]([N:8]1[C:9](=[O:18])[C:10]2[NH:11][C:12]([C:13]3[S:14][CH:15]=[CH:16][CH:17]=3)=[N:4][C:5]=2[N:6]=[CH:7]1)[CH2:20][CH3:21]. Given the reactants C([N:4]1[C:12]([C:13]2[S:14][CH:15]=[CH:16][CH:17]=2)=[N:11][C:10]2[C:9](=[O:18])[N:8]([CH2:19][CH2:20][CH3:21])[CH:7]=[N:6][C:5]1=2)C=C, predict the reaction product. (5) Given the reactants [CH3:1][Zn]C.[CH2:4]([O:6][C:7]([C:9]1[CH:14]=[CH:13][C:12](Br)=[C:11]([CH3:16])[N:10]=1)=[O:8])[CH3:5].Cl, predict the reaction product. The product is: [CH2:4]([O:6][C:7]([C:9]1[CH:14]=[CH:13][C:12]([CH3:1])=[C:11]([CH3:16])[N:10]=1)=[O:8])[CH3:5]. (6) Given the reactants N[C:2]1[CH:3]=[C:4](C=CC=1)[CH2:5][N:6]1[N:11]=[C:10]([C:12]2[CH:17]=[CH:16][C:15]([Cl:18])=[CH:14][CH:13]=2)[CH2:9][S:8][C:7]1=[O:19].C([N:26]([CH:29]([CH3:31])[CH3:30])[CH2:27]C)(C)C.[CH2:32]([N:34]([CH2:39][CH3:40])[CH2:35][CH2:36][CH2:37][OH:38])[CH3:33].Cl.[OH-:42].[Na+], predict the reaction product. The product is: [CH2:32]([N:34]([CH2:39][CH3:40])[CH2:35][CH2:36][CH2:37][O:38][C:27](=[O:42])[NH:26][C:29]1[CH:30]=[CH:2][CH:3]=[C:4]([CH2:5][N:6]2[N:11]=[C:10]([C:12]3[CH:17]=[CH:16][C:15]([Cl:18])=[CH:14][CH:13]=3)[CH2:9][S:8][C:7]2=[O:19])[CH:31]=1)[CH3:33]. (7) Given the reactants [C:1]([C:3]1[CH:4]=[C:5]([C:13]2[O:17][N:16]=[C:15]([C:18]3[C:19]([CH3:32])=[C:20]4[C:25](=[CH:26][CH:27]=3)[CH2:24][N:23]([CH2:28][C:29]([OH:31])=O)[CH2:22][CH2:21]4)[N:14]=2)[CH:6]=[CH:7][C:8]=1[O:9][CH:10]([CH3:12])[CH3:11])#[N:2].CCN(C(C)C)C(C)C.CN(C(ON1N=NC2C=CC=NC1=2)=[N+](C)C)C.F[P-](F)(F)(F)(F)F.[NH2:66][CH2:67][C@H:68]([OH:71])[CH2:69][OH:70].[ClH:72], predict the reaction product. The product is: [ClH:72].[C:1]([C:3]1[CH:4]=[C:5]([C:13]2[O:17][N:16]=[C:15]([C:18]3[C:19]([CH3:32])=[C:20]4[C:25](=[CH:26][CH:27]=3)[CH2:24][N:23]([CH2:28][C:29]([NH:66][CH2:67][C@H:68]([OH:71])[CH2:69][OH:70])=[O:31])[CH2:22][CH2:21]4)[N:14]=2)[CH:6]=[CH:7][C:8]=1[O:9][CH:10]([CH3:12])[CH3:11])#[N:2].